Dataset: Peptide-MHC class I binding affinity with 185,985 pairs from IEDB/IMGT. Task: Regression. Given a peptide amino acid sequence and an MHC pseudo amino acid sequence, predict their binding affinity value. This is MHC class I binding data. (1) The peptide sequence is WIQLGLQKC. The MHC is Mamu-B8301 with pseudo-sequence Mamu-B8301. The binding affinity (normalized) is 0.0137. (2) The MHC is HLA-B46:01 with pseudo-sequence HLA-B46:01. The peptide sequence is KLEGKIVQY. The binding affinity (normalized) is 0.0847. (3) The peptide sequence is DLSSCITQGKA. The MHC is HLA-A02:01 with pseudo-sequence HLA-A02:01. The binding affinity (normalized) is 0.